From a dataset of Reaction yield outcomes from USPTO patents with 853,638 reactions. Predict the reaction yield, written as a fraction of the theoretical maximum amount of product (1.0 means a 100% yield; for example, 0.34 means a 34% yield). The reactants are [CH3:1][O:2][CH2:3][CH2:4][O:5][C:6]1[C:7]([NH:19][C:20]([NH2:22])=[S:21])=[N:8][CH:9]=[C:10]([O:12][C:13]2[CH:14]=[N:15][CH:16]=[CH:17][CH:18]=2)[CH:11]=1.Cl[CH2:24][CH:25]=O. The catalyst is CN(C=O)C. The product is [CH3:1][O:2][CH2:3][CH2:4][O:5][C:6]1[C:7]([NH:19][C:20]2[S:21][CH:24]=[CH:25][N:22]=2)=[N:8][CH:9]=[C:10]([O:12][C:13]2[CH:14]=[N:15][CH:16]=[CH:17][CH:18]=2)[CH:11]=1. The yield is 0.370.